Dataset: Forward reaction prediction with 1.9M reactions from USPTO patents (1976-2016). Task: Predict the product of the given reaction. (1) Given the reactants [OH:1][CH:2]([C:6]1[CH:11]=[CH:10][C:9]([C:12]2[N:16]=[C:15]([C:17]3[O:21][N:20]=[C:19]([C:22]4[CH:27]=[CH:26][CH:25]=[CH:24][CH:23]=4)[C:18]=3[C:28]([F:31])([F:30])[F:29])[O:14][N:13]=2)=[CH:8][CH:7]=1)[C:3](O)=[O:4].CN1CC[O:36]CC1.CN(C(ON1N=[N:54][C:49]2C=[CH:51][CH:52]=[N:53][C:48]1=2)=[N+](C)C)C.F[P-](F)(F)(F)(F)F, predict the reaction product. The product is: [CH2:52]([NH:53][C:48](=[O:36])[CH2:49][NH:54][C:3](=[O:4])[CH:2]([OH:1])[C:6]1[CH:7]=[CH:8][C:9]([C:12]2[N:16]=[C:15]([C:17]3[O:21][N:20]=[C:19]([C:22]4[CH:27]=[CH:26][CH:25]=[CH:24][CH:23]=4)[C:18]=3[C:28]([F:30])([F:31])[F:29])[O:14][N:13]=2)=[CH:10][CH:11]=1)[CH3:51]. (2) Given the reactants [CH2:1]([O:8][C:9](=[O:32])[NH:10][CH2:11][C:12]1([C:25]2[CH:30]=[CH:29][CH:28]=[C:27]([Cl:31])[CH:26]=2)[CH2:17][CH2:16][C:15](=[N:18][S:19]([C:21]([CH3:24])([CH3:23])[CH3:22])=[O:20])[CH2:14][CH2:13]1)[C:2]1[CH:7]=[CH:6][CH:5]=[CH:4][CH:3]=1.[CH3:33][Mg]Br.CCOCC, predict the reaction product. The product is: [CH2:1]([O:8][C:9](=[O:32])[NH:10][CH2:11][C:12]1([C:25]2[CH:30]=[CH:29][CH:28]=[C:27]([Cl:31])[CH:26]=2)[CH2:13][CH2:14][C:15]([CH3:33])([NH:18][S:19]([C:21]([CH3:24])([CH3:23])[CH3:22])=[O:20])[CH2:16][CH2:17]1)[C:2]1[CH:3]=[CH:4][CH:5]=[CH:6][CH:7]=1.